Dataset: Full USPTO retrosynthesis dataset with 1.9M reactions from patents (1976-2016). Task: Predict the reactants needed to synthesize the given product. (1) Given the product [F:15][C:6]1[C:5]2[O:4][CH2:3][CH:2]([NH:1][CH2:27][CH2:26][C:20]3[C:19]4[C:23](=[CH:24][CH:25]=[C:17]([F:16])[CH:18]=4)[NH:22][CH:21]=3)[CH2:11][C:10]=2[C:9]([C:12]([NH2:14])=[O:13])=[CH:8][CH:7]=1, predict the reactants needed to synthesize it. The reactants are: [NH2:1][CH:2]1[CH2:11][C:10]2[C:9]([C:12]([NH2:14])=[O:13])=[CH:8][CH:7]=[C:6]([F:15])[C:5]=2[O:4][CH2:3]1.[F:16][C:17]1[CH:18]=[C:19]2[C:23](=[CH:24][CH:25]=1)[NH:22][CH:21]=[C:20]2[CH2:26][CH:27]=O.C(O)(=O)C.C([BH3-])#N.[Na+]. (2) Given the product [NH2:7][C@@:8]1([C:20]2[CH:25]=[CH:24][CH:23]=[CH:22][C:21]=2[F:26])[CH2:9][O:10][C@H:11]([CH3:19])[C@H:12]1[CH:13]([OH:18])[C:14]([F:17])([F:15])[F:16], predict the reactants needed to synthesize it. The reactants are: C(OC(=O)[NH:7][C@:8]1([C:20]2[CH:25]=[CH:24][CH:23]=[CH:22][C:21]=2[F:26])[C@H:12]([CH:13]([OH:18])[C:14]([F:17])([F:16])[F:15])[C@@H:11]([CH3:19])[O:10][CH2:9]1)(C)(C)C.C(O)(C(F)(F)F)=O.